This data is from Forward reaction prediction with 1.9M reactions from USPTO patents (1976-2016). The task is: Predict the product of the given reaction. The product is: [Cl:19][C:5]1[C:4]([N+:9]([O-:11])=[O:10])=[CH:3][C:2]([I:1])=[CH:7][N:6]=1. Given the reactants [I:1][C:2]1[CH:3]=[C:4]([N+:9]([O-:11])=[O:10])[C:5](N)=[N:6][CH:7]=1.N([O-])=O.[Na+].[OH-].[NH4+].O.[ClH:19], predict the reaction product.